From a dataset of Forward reaction prediction with 1.9M reactions from USPTO patents (1976-2016). Predict the product of the given reaction. (1) Given the reactants [Br:1][C:2]1[CH:3]=[C:4]2[C:9](=[CH:10][CH:11]=1)[C:8]([OH:12])=[CH:7][C:6]([CH3:13])=[CH:5]2.[C:14]([O:18][CH2:19][CH3:20])(=[O:17])[CH:15]=[O:16], predict the reaction product. The product is: [Br:1][C:2]1[CH:3]=[C:4]2[C:9](=[CH:10][CH:11]=1)[C:8]([OH:12])=[C:7]([CH:15]([OH:16])[C:14]([O:18][CH2:19][CH3:20])=[O:17])[C:6]([CH3:13])=[CH:5]2. (2) Given the reactants Br[C:2]1[C:3]([OH:13])=[C:4]([CH:9]=[C:10]([F:12])[CH:11]=1)[C:5]([O:7][CH3:8])=[O:6].[CH3:14][Si:15]([CH3:21])([CH3:20])[O:16][CH2:17][C:18]#[CH:19], predict the reaction product. The product is: [F:12][C:10]1[CH:9]=[C:4]([C:5]([O:7][CH3:8])=[O:6])[C:3]2[O:13][C:18]([CH2:17][O:16][Si:15]([CH3:21])([CH3:20])[CH3:14])=[CH:19][C:2]=2[CH:11]=1. (3) The product is: [CH3:20][O:19][C:9]1[C:10]([CH3:18])=[C:11]([CH3:17])[C:12]([O:15][CH3:16])=[C:13]([CH3:14])[C:8]=1[CH2:7]/[CH:6]=[C:5](\[CH3:21])/[CH2:4][CH2:3][CH2:2][C:22]#[N:23]. Given the reactants I[CH2:2][CH2:3][CH2:4]/[C:5](/[CH3:21])=[CH:6]/[CH2:7][C:8]1[C:13]([CH3:14])=[C:12]([O:15][CH3:16])[C:11]([CH3:17])=[C:10]([CH3:18])[C:9]=1[O:19][CH3:20].[C-:22]#[N:23].[Na+].O.CC(OC)(C)C, predict the reaction product. (4) Given the reactants [CH3:1][C:2]1[CH:7]=[CH:6][CH:5]=[CH:4][C:3]=1[S:8]([N:11]=[C:12]=[O:13])(=[O:10])=[O:9].C(O)(C(F)(F)F)=O.[NH2:21][C@@H:22]([CH2:36][C:37]1[CH:42]=[CH:41][CH:40]=[CH:39][CH:38]=1)[C:23]([N:25]([C:27]1[CH:28]=[C:29]2[C:33](=[CH:34][CH:35]=1)[CH2:32][CH2:31][CH2:30]2)[CH3:26])=[O:24].C(N(CC)CC)C, predict the reaction product. The product is: [CH2:32]1[C:33]2[C:29](=[CH:28][C:27]([N:25]([CH3:26])[C:23](=[O:24])[C@@H:22]([NH:21][C:12]([NH:11][S:8]([C:3]3[CH:4]=[CH:5][CH:6]=[CH:7][C:2]=3[CH3:1])(=[O:10])=[O:9])=[O:13])[CH2:36][C:37]3[CH:42]=[CH:41][CH:40]=[CH:39][CH:38]=3)=[CH:35][CH:34]=2)[CH2:30][CH2:31]1. (5) Given the reactants [C:1]([CH:4]1[CH2:9][CH2:8][CH2:7][CH2:6][C:5]1=O)(=O)[CH3:2].[NH2:11][C:12]1[NH:16][N:15]=[C:14]([CH2:17][OH:18])[N:13]=1, predict the reaction product. The product is: [CH3:2][C:1]1[C:4]2[CH2:9][CH2:8][CH2:7][CH2:6][C:5]=2[N:16]2[N:15]=[C:14]([CH2:17][OH:18])[N:13]=[C:12]2[N:11]=1.